The task is: Regression. Given two drug SMILES strings and cell line genomic features, predict the synergy score measuring deviation from expected non-interaction effect.. This data is from NCI-60 drug combinations with 297,098 pairs across 59 cell lines. (1) Drug 1: C1=CN(C=N1)CC(O)(P(=O)(O)O)P(=O)(O)O. Drug 2: CC1C(C(CC(O1)OC2CC(CC3=C2C(=C4C(=C3O)C(=O)C5=CC=CC=C5C4=O)O)(C(=O)C)O)N)O. Cell line: SK-MEL-28. Synergy scores: CSS=44.3, Synergy_ZIP=-2.08, Synergy_Bliss=-2.46, Synergy_Loewe=-33.8, Synergy_HSA=-2.37. (2) Drug 1: CS(=O)(=O)OCCCCOS(=O)(=O)C. Drug 2: CC(C)NC(=O)C1=CC=C(C=C1)CNNC.Cl. Cell line: RXF 393. Synergy scores: CSS=0.932, Synergy_ZIP=1.87, Synergy_Bliss=5.00, Synergy_Loewe=0.599, Synergy_HSA=0.602. (3) Drug 1: C1CN1C2=NC(=NC(=N2)N3CC3)N4CC4. Drug 2: CC(CN1CC(=O)NC(=O)C1)N2CC(=O)NC(=O)C2. Cell line: M14. Synergy scores: CSS=33.6, Synergy_ZIP=-2.88, Synergy_Bliss=-2.79, Synergy_Loewe=-8.30, Synergy_HSA=-0.926. (4) Drug 2: CC1=C(C=C(C=C1)C(=O)NC2=CC(=CC(=C2)C(F)(F)F)N3C=C(N=C3)C)NC4=NC=CC(=N4)C5=CN=CC=C5. Drug 1: CC(C)(C#N)C1=CC(=CC(=C1)CN2C=NC=N2)C(C)(C)C#N. Synergy scores: CSS=-2.21, Synergy_ZIP=-2.85, Synergy_Bliss=-6.87, Synergy_Loewe=-6.51, Synergy_HSA=-6.43. Cell line: U251.